Dataset: Full USPTO retrosynthesis dataset with 1.9M reactions from patents (1976-2016). Task: Predict the reactants needed to synthesize the given product. (1) Given the product [ClH:30].[Cl:30][C:25]1[CH:24]=[C:23]([C:5]2[C:4]([C:1]([NH2:2])=[O:3])=[C:8]3[CH2:9][NH:10][C@@H:11]4[CH2:15][O:14][CH2:13][C@@H:12]4[N:7]3[N:6]=2)[CH:28]=[CH:27][C:26]=1[F:29], predict the reactants needed to synthesize it. The reactants are: [C:1]([C:4]1[C:5]([C:23]2[CH:28]=[CH:27][C:26]([F:29])=[C:25]([Cl:30])[CH:24]=2)=[N:6][N:7]2[C@H:12]3[CH2:13][O:14][CH2:15][C@H:11]3[N:10](C(OC(C)(C)C)=O)[CH2:9][C:8]=12)(=[O:3])[NH2:2].Cl. (2) Given the product [CH3:1][C:2]1[C:3]([NH:15][CH:16]2[CH2:23][CH:19]3[CH2:20][N:21]([S:32]([CH3:31])(=[O:34])=[O:33])[CH2:22][CH:18]3[CH2:17]2)=[N:4][C:5]([NH:8][C:9]2[CH:10]=[N:11][N:12]([CH3:14])[CH:13]=2)=[N:6][CH:7]=1, predict the reactants needed to synthesize it. The reactants are: [CH3:1][C:2]1[C:3]([NH:15][CH:16]2[CH2:23][CH:19]3[CH2:20][NH:21][CH2:22][CH:18]3[CH2:17]2)=[N:4][C:5]([NH:8][C:9]2[CH:10]=[N:11][N:12]([CH3:14])[CH:13]=2)=[N:6][CH:7]=1.C(N(CC)CC)C.[CH3:31][S:32](Cl)(=[O:34])=[O:33]. (3) Given the product [CH2:23]([C@:10]1([CH2:9][NH:8][C:6](=[O:7])[O:5][C:1]([CH3:2])([CH3:4])[CH3:3])[CH2:16][CH2:15][CH2:14][C:13]([O:17][CH2:18][CH:19]([CH3:21])[CH3:20])=[CH:12][C:11]1=[O:22])[CH:29]=[CH2:30], predict the reactants needed to synthesize it. The reactants are: [C:1]([O:5][C:6]([NH:8][CH2:9][C:10]1([C:23](OCC=C)=O)[CH2:16][CH2:15][CH2:14][C:13]([O:17][CH2:18][CH:19]([CH3:21])[CH3:20])=[CH:12][C:11]1=[O:22])=[O:7])([CH3:4])([CH3:3])[CH3:2].[CH3:29][CH2:30]OC(C)=O. (4) Given the product [Br:21][C:22]1[CH:23]=[C:24]([CH:25]([C:7]2[CH:2]=[CH:3][C:4]([F:15])=[CH:5][C:6]=2[O:8][C:9]([F:14])([F:13])[CH:10]([F:12])[F:11])[OH:26])[CH:27]=[CH:28][C:29]=1[F:30], predict the reactants needed to synthesize it. The reactants are: Br[C:2]1[CH:7]=[C:6]([O:8][C:9]([F:14])([F:13])[CH:10]([F:12])[F:11])[CH:5]=[C:4]([F:15])[CH:3]=1.C([Li])CCC.[Br:21][C:22]1[CH:23]=[C:24]([CH:27]=[CH:28][C:29]=1[F:30])[CH:25]=[O:26]. (5) Given the product [C:26]1([NH:28][C:19]([C:3]2[N:2]([CH3:1])[C:10]3[C:5]([CH:4]=2)=[CH:6][C:7]([NH:11][S:12]([C:15]([F:16])([F:18])[F:17])(=[O:14])=[O:13])=[CH:8][CH:9]=3)=[O:21])[CH:27]=[CH:22][CH:23]=[CH:24][CH:25]=1, predict the reactants needed to synthesize it. The reactants are: [CH3:1][N:2]1[C:10]2[C:5](=[CH:6][C:7]([NH:11][S:12]([C:15]([F:18])([F:17])[F:16])(=[O:14])=[O:13])=[CH:8][CH:9]=2)[CH:4]=[C:3]1[C:19]([OH:21])=O.[CH:22]1[CH:23]=[CH:24][C:25]2N(O)N=[N:28][C:26]=2[CH:27]=1.C(Cl)CCl.NC1C=CC=CC=1. (6) Given the product [OH:14][C:15]1[CH:16]=[C:17]([NH:21][C:22]2[N:27]=[CH:26][C:25]([O:28][C:29]3[CH:34]=[CH:33][C:32]([F:35])=[CH:31][CH:30]=3)=[CH:24][N:23]=2)[CH:18]=[CH:19][CH:20]=1, predict the reactants needed to synthesize it. The reactants are: C1CC=CCC=1.C([O:14][C:15]1[CH:16]=[C:17]([NH:21][C:22]2[N:27]=[CH:26][C:25]([O:28][C:29]3[CH:34]=[CH:33][C:32]([F:35])=[CH:31][CH:30]=3)=[CH:24][N:23]=2)[CH:18]=[CH:19][CH:20]=1)C1C=CC=CC=1. (7) The reactants are: [CH2:1]([O:3][C:4](=[O:18])[CH2:5][N:6]1[C:14]2[CH2:13][CH2:12][CH2:11][C@@H:10]([N:15]=[N+]=[N-])[C:9]=2[CH:8]=[N:7]1)[CH3:2]. Given the product [CH2:1]([O:3][C:4](=[O:18])[CH2:5][N:6]1[C:14]2[CH2:13][CH2:12][CH2:11][C@@H:10]([NH2:15])[C:9]=2[CH:8]=[N:7]1)[CH3:2], predict the reactants needed to synthesize it. (8) Given the product [O:47]1[CH2:48][CH:45]([NH:44][C:2]2[CH:7]=[C:6]([C:8]3[C:12]4[C:13]([O:17][CH:18]5[CH2:19][CH2:20][O:21][CH2:22][CH2:23]5)=[N:14][CH:15]=[CH:16][C:11]=4[NH:10][N:9]=3)[CH:5]=[CH:4][N:3]=2)[CH2:46]1, predict the reactants needed to synthesize it. The reactants are: Cl[C:2]1[CH:7]=[C:6]([C:8]2[C:12]3[C:13]([O:17][CH:18]4[CH2:23][CH2:22][O:21][CH2:20][CH2:19]4)=[N:14][CH:15]=[CH:16][C:11]=3[N:10](C(C3C=CC=CC=3)(C3C=CC=CC=3)C3C=CC=CC=3)[N:9]=2)[CH:5]=[CH:4][N:3]=1.Cl.[NH2:44][CH:45]1[CH2:48][O:47][CH2:46]1. (9) Given the product [Cl:19][C:20]1[N:28]=[C:27]2[C:23]([N:24]=[CH:25][N:26]2[CH2:3][C:2]([F:13])([F:12])[F:1])=[C:22]([N:29]2[CH2:34][CH2:33][O:32][CH2:31][C@@H:30]2[CH3:35])[N:21]=1, predict the reactants needed to synthesize it. The reactants are: [F:1][C:2]([F:13])([F:12])[CH2:3]OS(C(F)(F)F)(=O)=O.CN(C)C=O.[Cl:19][C:20]1[N:28]=[C:27]2[C:23]([N:24]=[CH:25][NH:26]2)=[C:22]([N:29]2[CH2:34][CH2:33][O:32][CH2:31][C@@H:30]2[CH3:35])[N:21]=1.C(=O)([O-])[O-].[K+].[K+].